Dataset: Full USPTO retrosynthesis dataset with 1.9M reactions from patents (1976-2016). Task: Predict the reactants needed to synthesize the given product. The reactants are: [C:1]([O:5][C:6]([NH:8][C:9]1([C:14]([OH:16])=O)[CH2:13][CH:12]=[CH:11][CH2:10]1)=[O:7])([CH3:4])([CH3:3])[CH3:2].[C:17]([NH:21][S:22]([C:25]1[C:26]([C:31]2[CH:36]=[CH:35][C:34]([NH2:37])=[C:33]([F:38])[CH:32]=2)=[CH:27][CH:28]=[CH:29][CH:30]=1)(=[O:24])=[O:23])([CH3:20])([CH3:19])[CH3:18].CCOC1N(C(OCC)=O)C2C(=CC=CC=2)C=C1.C(N(CC)CC)C. Given the product [C:1]([O:5][C:6](=[O:7])[NH:8][C:9]1([C:14](=[O:16])[NH:37][C:34]2[CH:35]=[CH:36][C:31]([C:26]3[CH:27]=[CH:28][CH:29]=[CH:30][C:25]=3[S:22](=[O:24])(=[O:23])[NH:21][C:17]([CH3:18])([CH3:19])[CH3:20])=[CH:32][C:33]=2[F:38])[CH2:10][CH:11]=[CH:12][CH2:13]1)([CH3:2])([CH3:3])[CH3:4], predict the reactants needed to synthesize it.